From a dataset of Forward reaction prediction with 1.9M reactions from USPTO patents (1976-2016). Predict the product of the given reaction. (1) Given the reactants Br[C:2]1[CH:3]=[CH:4][C:5]([Cl:10])=[C:6]([O:8][CH3:9])[CH:7]=1.[C:11]([N:18]1[CH2:23][CH2:22][NH:21][CH2:20][CH2:19]1)([O:13][C:14]([CH3:17])([CH3:16])[CH3:15])=[O:12].CC([O-])(C)C.[Na+].C1C=CC(P(C2C(C3C(P(C4C=CC=CC=4)C4C=CC=CC=4)=CC=C4C=3C=CC=C4)=C3C(C=CC=C3)=CC=2)C2C=CC=CC=2)=CC=1, predict the reaction product. The product is: [C:14]([O:13][C:11]([N:18]1[CH2:23][CH2:22][N:21]([C:2]2[CH:3]=[CH:4][C:5]([Cl:10])=[C:6]([O:8][CH3:9])[CH:7]=2)[CH2:20][CH2:19]1)=[O:12])([CH3:17])([CH3:15])[CH3:16]. (2) Given the reactants [N:1]1([CH2:7][CH2:8][NH:9][C:10]2[N:15]=[C:14]([C:16]3[CH:17]=[C:18]([C:31]4[N:35](COCC[Si](C)(C)C)[C:34]5[CH:44]=[CH:45][CH:46]=[CH:47][C:33]=5[N:32]=4)[C:19](=[O:30])[N:20](COCC[Si](C)(C)C)[N:21]=3)[CH:13]=[CH:12][N:11]=2)[CH2:6][CH2:5][O:4][CH2:3][CH2:2]1, predict the reaction product. The product is: [NH:35]1[C:34]2[CH:44]=[CH:45][CH:46]=[CH:47][C:33]=2[N:32]=[C:31]1[C:18]1[C:19](=[O:30])[NH:20][N:21]=[C:16]([C:14]2[CH:13]=[CH:12][N:11]=[C:10]([NH:9][CH2:8][CH2:7][N:1]3[CH2:6][CH2:5][O:4][CH2:3][CH2:2]3)[N:15]=2)[CH:17]=1. (3) Given the reactants [NH2:1][CH:2]([CH3:21])[CH:3]([NH:13][C:14]([O:16][C:17]([CH3:20])([CH3:19])[CH3:18])=[O:15])[CH2:4][O:5][Si:6]([C:9]([CH3:12])([CH3:11])[CH3:10])([CH3:8])[CH3:7].CN1CCOCC1.C1C=CC2N(O)N=NC=2C=1.[C:39]([N:49]([CH3:63])[C@H:50]([C:60](O)=[O:61])[CH2:51][C:52]1[CH:57]=[CH:56][C:55]([O:58][CH3:59])=[CH:54][CH:53]=1)([O:41][CH2:42][C:43]1[CH:48]=[CH:47][CH:46]=[CH:45][CH:44]=1)=[O:40].C1CCC(N=C=NC2CCCCC2)CC1, predict the reaction product. The product is: [C:39]([N:49]([CH3:63])[C@H:50]([C:60]([NH:1][CH:2]([CH3:21])[CH:3]([NH:13][C:14]([O:16][C:17]([CH3:20])([CH3:19])[CH3:18])=[O:15])[CH2:4][O:5][Si:6]([C:9]([CH3:12])([CH3:11])[CH3:10])([CH3:8])[CH3:7])=[O:61])[CH2:51][C:52]1[CH:57]=[CH:56][C:55]([O:58][CH3:59])=[CH:54][CH:53]=1)([O:41][CH2:42][C:43]1[CH:44]=[CH:45][CH:46]=[CH:47][CH:48]=1)=[O:40].